Predict the reaction yield, written as a fraction of the theoretical maximum amount of product (1.0 means a 100% yield; for example, 0.34 means a 34% yield). From a dataset of Reaction yield outcomes from USPTO patents with 853,638 reactions. (1) The reactants are [Cl:1][C:2]1[C:3]([CH3:11])=[C:4]([CH:8]=[CH:9][CH:10]=1)[C:5]([OH:7])=[O:6].[CH:12](OC)(OC)OC. The catalyst is CO. The product is [CH3:12][O:6][C:5](=[O:7])[C:4]1[CH:8]=[CH:9][CH:10]=[C:2]([Cl:1])[C:3]=1[CH3:11]. The yield is 0.950. (2) The reactants are [Br:1][C:2]1[C:7]([O:8][CH3:9])=[CH:6][C:5]([C:10]2[O:11][CH:12]=[CH:13][CH:14]=2)=[CH:4][C:3]=1[O:15][CH3:16].CON(C)[C:20](=[O:36])[CH:21]([O:34][CH3:35])[C:22]1[CH:27]=[CH:26][C:25]([C:28]2[O:29][C:30]([CH3:33])=[CH:31][CH:32]=2)=[CH:24][CH:23]=1. No catalyst specified. The product is [Br:1][C:2]1[C:7]([O:8][CH3:9])=[CH:6][C:5]([C:10]2[O:11][C:12]([C:20](=[O:36])[CH:21]([O:34][CH3:35])[C:22]3[CH:27]=[CH:26][C:25]([C:28]4[O:29][C:30]([CH3:33])=[CH:31][CH:32]=4)=[CH:24][CH:23]=3)=[CH:13][CH:14]=2)=[CH:4][C:3]=1[O:15][CH3:16]. The yield is 0.470. (3) The reactants are [CH3:1][O:2][C:3]1[CH:4]=[C:5]([CH:7]=[CH:8][C:9]=1[C:10]1[O:14][CH:13]=[N:12][CH:11]=1)[NH2:6].[C:15]([O:19][C:20]([NH:22][C@H:23]([CH2:27][CH:28]([CH3:30])[CH3:29])[C:24](O)=[O:25])=[O:21])([CH3:18])([CH3:17])[CH3:16].C(N(CC)C(C)C)(C)C.CN(C(ON1N=NC2C=CC=NC1=2)=[N+](C)C)C.F[P-](F)(F)(F)(F)F.C([O-])(O)=O.[Na+]. The catalyst is C(Cl)Cl. The product is [CH3:1][O:2][C:3]1[CH:4]=[C:5]([NH:6][C:24](=[O:25])[C@H:23]([NH:22][C:20](=[O:21])[O:19][C:15]([CH3:18])([CH3:17])[CH3:16])[CH2:27][CH:28]([CH3:30])[CH3:29])[CH:7]=[CH:8][C:9]=1[C:10]1[O:14][CH:13]=[N:12][CH:11]=1. The yield is 0.690. (4) The reactants are [Cl:1][C:2]1[CH:10]=[C:6]([C:7]([O-])=[O:8])[C:5]([NH2:11])=[CH:4][CH:3]=1.[NH4+:12].[CH:13]([O-])([O-])OC. The catalyst is C(#N)C. The product is [Cl:1][C:2]1[CH:10]=[C:6]2[C:5](=[CH:4][CH:3]=1)[N:11]=[CH:13][NH:12][C:7]2=[O:8]. The yield is 0.930. (5) The reactants are [OH:1][C:2]1[N:9]=[C:8]([CH3:10])[CH:7]=[C:6](O)[C:3]=1[C:4]#[N:5].P(Cl)(Cl)([Cl:14])=O. The catalyst is C(#N)C.[Cl-].C([N+](CC)(CC)CC)C1C=CC=CC=1. The product is [Cl:14][C:6]1[C:3]([C:4]#[N:5])=[C:2]([OH:1])[N:9]=[C:8]([CH3:10])[CH:7]=1. The yield is 0.480. (6) The reactants are C1(P(C2C=CC=CC=2)C2C=CC=CC=2)C=CC=CC=1.[NH:20]1[CH:24]=[C:23](/[CH:25]=[CH:26]/[C:27]([O:29][CH3:30])=[O:28])[CH:22]=[N:21]1.[CH3:31][N:32]1[CH2:37][CH2:36][CH:35]([CH2:38]O)[CH2:34][CH2:33]1.N(C(OC(C)(C)C)=O)=NC(OC(C)(C)C)=O. The catalyst is O1CCCC1. The product is [CH3:31][N:32]1[CH2:37][CH2:36][CH:35]([CH2:38][N:20]2[CH:24]=[C:23](/[CH:25]=[CH:26]/[C:27]([O:29][CH3:30])=[O:28])[CH:22]=[N:21]2)[CH2:34][CH2:33]1. The yield is 0.840.